This data is from Forward reaction prediction with 1.9M reactions from USPTO patents (1976-2016). The task is: Predict the product of the given reaction. (1) Given the reactants [CH3:1][C:2]1[O:3][C:4]2[CH:10]=[CH:9][C:8]([O:11][C:12]3[CH:17]=[CH:16][C:15]([N+:18]([O-])=O)=[CH:14][C:13]=3[CH3:21])=[CH:7][C:5]=2[N:6]=1.[H][H], predict the reaction product. The product is: [CH3:21][C:13]1[CH:14]=[C:15]([NH2:18])[CH:16]=[CH:17][C:12]=1[O:11][C:8]1[CH:9]=[CH:10][C:4]2[O:3][C:2]([CH3:1])=[N:6][C:5]=2[CH:7]=1. (2) Given the reactants [CH2:1]([Li])CCC.[NH2:6][C:7]1[N:12]=[CH:11][N:10]=[C:9]2[N:13]([CH:34]3[CH2:39][CH2:38][C:37](=O)[CH2:36][CH2:35]3)[N:14]=[C:15]([C:16]3[CH:21]=[CH:20][C:19]([NH:22][C:23]4[O:24][C:25]5[C:31]([CH3:32])=[CH:30][C:29]([CH3:33])=[CH:28][C:26]=5[N:27]=4)=[CH:18][CH:17]=3)[C:8]=12, predict the reaction product. The product is: [CH3:33][C:29]1[CH:30]=[C:31]([CH3:32])[C:25]2[O:24][C:23]([NH:22][C:19]3[CH:18]=[CH:17][C:16]([C:15]4[C:8]5[C:9](=[N:10][CH:11]=[N:12][C:7]=5[NH2:6])[N:13]([CH:34]5[CH2:35][CH2:36][C:37](=[CH2:1])[CH2:38][CH2:39]5)[N:14]=4)=[CH:21][CH:20]=3)=[N:27][C:26]=2[CH:28]=1. (3) Given the reactants [CH2:1]([C:5]1[C:10]([CH2:11]Cl)=[CH:9][N:8]=[C:7]([C:13]2[CH:18]=[CH:17][C:16]([C:19]([F:22])([F:21])[F:20])=[CH:15][CH:14]=2)[N:6]=1)[CH2:2][CH2:3][CH3:4].[CH2:23]([O:25][C:26](=[O:38])[C:27]([O:30][C:31]1[CH:36]=[CH:35][C:34]([OH:37])=[CH:33][CH:32]=1)([CH3:29])[CH3:28])[CH3:24].C(=O)([O-])[O-].[Cs+].[Cs+], predict the reaction product. The product is: [CH2:23]([O:25][C:26](=[O:38])[C:27]([O:30][C:31]1[CH:32]=[CH:33][C:34]([O:37][CH2:11][C:10]2[C:5]([CH2:1][CH2:2][CH2:3][CH3:4])=[N:6][C:7]([C:13]3[CH:18]=[CH:17][C:16]([C:19]([F:22])([F:21])[F:20])=[CH:15][CH:14]=3)=[N:8][CH:9]=2)=[CH:35][CH:36]=1)([CH3:29])[CH3:28])[CH3:24]. (4) Given the reactants [F:1][C:2]1[CH:7]=[CH:6][CH:5]=[CH:4][C:3]=1[C@H:8]([N:10]([CH2:23][C:24]1[CH:57]=[CH:56][C:27]([C:28]([NH:30][C@@H:31]2[CH2:35][N:34](C(OC(C)(C)C)=O)[C@H:33]([C:43](=[O:55])[NH:44][C@H:45]3[C:54]4[C:49](=[CH:50][CH:51]=[CH:52][CH:53]=4)[CH2:48][CH2:47][CH2:46]3)[CH2:32]2)=[O:29])=[CH:26][CH:25]=1)[C:11]([C@@H:13]1[CH2:22][C:21]2[C:16](=[CH:17][CH:18]=[CH:19][CH:20]=2)[CH2:15][NH:14]1)=[O:12])[CH3:9].Cl, predict the reaction product. The product is: [F:1][C:2]1[CH:7]=[CH:6][CH:5]=[CH:4][C:3]=1[C@H:8]([N:10]([CH2:23][C:24]1[CH:57]=[CH:56][C:27]([C:28](=[O:29])[NH:30][C@H:31]2[CH2:32][C@@H:33]([C:43](=[O:55])[NH:44][C@H:45]3[C:54]4[C:49](=[CH:50][CH:51]=[CH:52][CH:53]=4)[CH2:48][CH2:47][CH2:46]3)[NH:34][CH2:35]2)=[CH:26][CH:25]=1)[C:11]([C@@H:13]1[CH2:22][C:21]2[C:16](=[CH:17][CH:18]=[CH:19][CH:20]=2)[CH2:15][NH:14]1)=[O:12])[CH3:9]. (5) Given the reactants C[N:2]([CH:4]=[C:5]1[CH2:14][CH2:13][C:12]2[C:7](=[CH:8][CH:9]=[CH:10][CH:11]=2)[C:6]1=O)[CH3:3].[C:16]1([NH:22]C(N)=N)[CH:21]=[CH:20][CH:19]=[CH:18][CH:17]=1.C[N:27](C=O)C, predict the reaction product. The product is: [N:27]1[C:6]2[C:7]3[CH:8]=[CH:9][CH:10]=[CH:11][C:12]=3[CH2:13][CH2:14][C:5]=2[CH:4]=[N:2][C:3]=1[NH:22][C:16]1[CH:21]=[CH:20][CH:19]=[CH:18][CH:17]=1. (6) Given the reactants Br[C:2]1[CH:3]=[N:4][CH:5]=[C:6]([CH:10]=1)[C:7]([NH2:9])=[O:8].[N-:11]=[N+:12]=[N-:13].[Na+].CN[C@H]1CCCC[C@@H]1NC.O=C1O[C@H]([C@H](CO)O)C([O-])=C1O.[Na+], predict the reaction product. The product is: [N:11]([C:2]1[CH:3]=[N:4][CH:5]=[C:6]([CH:10]=1)[C:7]([NH2:9])=[O:8])=[N+:12]=[N-:13]. (7) Given the reactants C([Li])(C)(C)C.[Cl:6][C:7]1[CH:12]=[CH:11][CH:10]=[C:9]([O:13][CH3:14])[N:8]=1.CN(C)[CH:17]=[O:18].C(=O)(O)[O-].[Na+], predict the reaction product. The product is: [Cl:6][C:7]1[N:8]=[C:9]([O:13][CH3:14])[C:10]([CH:17]=[O:18])=[CH:11][CH:12]=1.